Predict the reactants needed to synthesize the given product. From a dataset of Full USPTO retrosynthesis dataset with 1.9M reactions from patents (1976-2016). (1) Given the product [CH:16]1[C:15]2[C:20](=[CH:21][C:22]3[C:27]([C:14]=2[C:7]2[C:8]4[C:13](=[CH:12][CH:11]=[CH:10][CH:9]=4)[C:4]([OH:3])=[CH:5][CH:6]=2)=[CH:26][CH:25]=[CH:24][CH:23]=3)[CH:19]=[CH:18][CH:17]=1, predict the reactants needed to synthesize it. The reactants are: C([O:3][C:4]1[C:13]2[C:8](=[CH:9][CH:10]=[CH:11][CH:12]=2)[C:7]([C:14]2[C:15]3[C:20]([CH:21]=[C:22]4[C:27]=2[CH:26]=[CH:25][CH:24]=[CH:23]4)=[CH:19][CH:18]=[CH:17][CH:16]=3)=[CH:6][CH:5]=1)C.Cl.N1C=CC=CC=1.CN1CCCC1=O. (2) Given the product [C:1]([C@H:19]([CH:16]1[CH2:17][CH2:18][C:13]([F:12])([F:30])[CH2:14][CH2:15]1)[NH:20][S@:21]([C:23]1[CH:28]=[CH:27][C:26]([CH3:29])=[CH:25][CH:24]=1)=[O:22])#[N:2], predict the reactants needed to synthesize it. The reactants are: [C-:1]#[N:2].C([Al+]CC)C.CC(O)C.[F:12][C:13]1([F:30])[CH2:18][CH2:17][CH:16](/[CH:19]=[N:20]/[S@:21]([C:23]2[CH:28]=[CH:27][C:26]([CH3:29])=[CH:25][CH:24]=2)=[O:22])[CH2:15][CH2:14]1.[NH4+].[Cl-]. (3) Given the product [Br:1][C:2]1[CH:7]=[CH:6][C:5]([O:8][CH:11]2[CH2:15][CH2:14][O:13][CH2:12]2)=[CH:4][C:3]=1[CH3:9], predict the reactants needed to synthesize it. The reactants are: [Br:1][C:2]1[CH:7]=[CH:6][C:5]([OH:8])=[CH:4][C:3]=1[CH3:9].O[CH:11]1[CH2:15][CH2:14][O:13][CH2:12]1.C1C=CC(P(C2C=CC=CC=2)C2C=CC=CC=2)=CC=1.CCOC(/N=N/C(OCC)=O)=O. (4) Given the product [NH:6]1[C:7]2[CH:13]=[CH:12][CH:11]=[CH:10][C:8]=2[N:9]=[C:5]1[C:3]([OH:4])=[O:2], predict the reactants needed to synthesize it. The reactants are: C[O:2][C:3]([C:5]1[NH:9][C:8]2[CH:10]=[CH:11][CH:12]=[CH:13][C:7]=2[N:6]=1)=[O:4].Cl. (5) Given the product [CH2:11]([C:6]1([C:4]([OH:5])=[O:3])[CH2:10][CH2:9][CH2:8][CH2:7]1)[C:12]1[CH:17]=[CH:16][CH:15]=[CH:14][CH:13]=1, predict the reactants needed to synthesize it. The reactants are: C([O:3][C:4]([C:6]1([CH2:11][C:12]2[CH:17]=[CH:16][CH:15]=[CH:14][CH:13]=2)[CH2:10][CH2:9][CH2:8][CH2:7]1)=[O:5])C.O.[OH-].[Li+]. (6) Given the product [C:1]([NH:4][C:5]1[CH:53]=[CH:52][N:8]([C@@H:9]2[O:51][C@H:27]([CH2:28][O:29][C:30]([C:45]3[CH:50]=[CH:49][CH:48]=[CH:47][CH:46]=3)([C:39]3[CH:44]=[CH:43][CH:42]=[CH:41][CH:40]=3)[C:31]3[CH:36]=[CH:35][C:34]([O:37][CH3:38])=[CH:33][CH:32]=3)[C@@H:25]([O:26][P:68]([N:67]([CH:75]([CH3:77])[CH3:76])[CH:64]([CH3:66])[CH3:65])([O:69][CH2:70][CH2:71][C:72]#[N:73])=[O:79])[C@H:10]2[O:11][CH2:12][C:13](=[O:24])[NH:14][CH2:15][CH2:16][NH:17][C:18](=[O:23])[C:19]([F:22])([F:21])[F:20])[C:7](=[O:54])[N:6]=1)(=[O:3])[CH3:2], predict the reactants needed to synthesize it. The reactants are: [C:1]([NH:4][C:5]1[CH:53]=[CH:52][N:8]([C@@H:9]2[O:51][C@H:27]([CH2:28][O:29][C:30]([C:45]3[CH:50]=[CH:49][CH:48]=[CH:47][CH:46]=3)([C:39]3[CH:44]=[CH:43][CH:42]=[CH:41][CH:40]=3)[C:31]3[CH:36]=[CH:35][C:34]([O:37][CH3:38])=[CH:33][CH:32]=3)[C@@H:25]([OH:26])[C@H:10]2[O:11][CH2:12][C:13](=[O:24])[NH:14][CH2:15][CH2:16][NH:17][C:18](=[O:23])[C:19]([F:22])([F:21])[F:20])[C:7](=[O:54])[N:6]=1)(=[O:3])[CH3:2].CCN(C(C)C)C(C)C.[CH:64]([N:67]([CH:75]([CH3:77])[CH3:76])[P:68](Cl)[O:69][CH2:70][CH2:71][C:72]#[N:73])([CH3:66])[CH3:65].C[OH:79]. (7) Given the product [N:17]([CH2:2][C:3]1([CH3:16])[O:7][C:6](=[O:8])[N:5]([C:9]2[CH:14]=[CH:13][C:12]([Cl:15])=[CH:11][N:10]=2)[CH2:4]1)=[N+:18]=[N-:19], predict the reactants needed to synthesize it. The reactants are: Cl[CH2:2][C:3]1([CH3:16])[O:7][C:6](=[O:8])[N:5]([C:9]2[CH:14]=[CH:13][C:12]([Cl:15])=[CH:11][N:10]=2)[CH2:4]1.[N-:17]=[N+:18]=[N-:19].[Na+].